This data is from Catalyst prediction with 721,799 reactions and 888 catalyst types from USPTO. The task is: Predict which catalyst facilitates the given reaction. (1) Reactant: [Cl:1][C:2]1[C:11]2[C:6](=[CH:7][CH:8]=[CH:9][CH:10]=2)[N:5]=[C:4]([CH3:12])[CH:3]=1.[Se](=O)=[O:14]. Product: [Cl:1][C:2]1[C:11]2[C:6](=[CH:7][CH:8]=[CH:9][CH:10]=2)[N:5]=[C:4]([CH:12]=[O:14])[CH:3]=1. The catalyst class is: 6. (2) Product: [S:2]([OH:5])(=[O:4])(=[O:3])[CH3:1].[CH3:6][O:7][C:8]([C:10]1[CH:11]=[C:12]([CH3:34])[C:13]2[O:19][C:18]3[C:20]([Cl:30])=[CH:21][C:22]([N:24]4[CH2:25][CH2:26][NH:27][CH2:28][CH2:29]4)=[CH:23][C:17]=3[CH2:16][S:15](=[O:31])(=[O:32])[C:14]=2[CH:33]=1)=[O:9]. The catalyst class is: 5. Reactant: [CH3:1][S:2]([OH:5])(=[O:4])=[O:3].[CH3:6][O:7][C:8]([C:10]1[CH:11]=[C:12]([CH3:34])[C:13]2[O:19][C:18]3[C:20]([Cl:30])=[CH:21][C:22]([N:24]4[CH2:29][CH2:28][NH:27][CH2:26][CH2:25]4)=[CH:23][C:17]=3[CH2:16][S:15](=[O:32])(=[O:31])[C:14]=2[CH:33]=1)=[O:9]. (3) Reactant: [CH:1]1([C:7]([OH:9])=O)[CH2:6][CH2:5][CH2:4][CH2:3][CH2:2]1.Cl.Cl.[NH:12]1[CH2:17][CH2:16][CH2:15][C@@H:14]([NH:18][C:19]2[N:24]=[CH:23][C:22](/[CH:25]=[CH:26]/[C:27]([O:29][CH2:30][CH3:31])=[O:28])=[CH:21][CH:20]=2)[CH2:13]1.C1C=CC2N(O)N=NC=2C=1.CCN=C=NCCCN(C)C. Product: [CH:1]1([C:7]([N:12]2[CH2:17][CH2:16][CH2:15][C@@H:14]([NH:18][C:19]3[N:24]=[CH:23][C:22](/[CH:25]=[CH:26]/[C:27]([O:29][CH2:30][CH3:31])=[O:28])=[CH:21][CH:20]=3)[CH2:13]2)=[O:9])[CH2:2][CH2:3][CH2:4][CH2:5][CH2:6]1. The catalyst class is: 3. (4) Reactant: [CH:1]1[N:5]=[CH:4][N:3]([CH2:6][C:7]([P:13]([OH:16])([OH:15])=[O:14])([P:9]([OH:12])([OH:11])=[O:10])[OH:8])[CH:2]=1.[OH-].[Na+:18].O. Product: [CH:1]1[N:5]=[CH:4][N:3]([CH2:6][C:7]([P:9]([O-:12])([O-:11])=[O:10])([P:13]([O-:15])([OH:16])=[O:14])[OH:8])[CH:2]=1.[Na+:18].[Na+:18].[Na+:18]. The catalyst class is: 8. (5) Reactant: [CH:1]1([CH:4]([C:11]2[CH:16]=[CH:15][CH:14]=[C:13]([CH2:17][O:18][C:19]3[CH:20]=[N:21][C:22]([C:30]4[CH:35]=[C:34]([O:36]C5CCCCO5)[CH:33]=[CH:32][C:31]=4[F:43])=[C:23]([CH2:25][C:26]([CH3:29])([CH3:28])[CH3:27])[CH:24]=3)[CH:12]=2)[CH2:5][C:6]([O:8][CH2:9][CH3:10])=[O:7])[CH2:3][CH2:2]1.C1(C)C=CC(S([O-])(=O)=O)=CC=1.[NH+]1C=CC=CC=1.O. Product: [CH:1]1([CH:4]([C:11]2[CH:16]=[CH:15][CH:14]=[C:13]([CH2:17][O:18][C:19]3[CH:20]=[N:21][C:22]([C:30]4[CH:35]=[C:34]([OH:36])[CH:33]=[CH:32][C:31]=4[F:43])=[C:23]([CH2:25][C:26]([CH3:29])([CH3:28])[CH3:27])[CH:24]=3)[CH:12]=2)[CH2:5][C:6]([O:8][CH2:9][CH3:10])=[O:7])[CH2:3][CH2:2]1. The catalyst class is: 5. (6) Reactant: [N:1]1[CH:6]=[CH:5][CH:4]=[CH:3][CH:2]=1.[CH3:7][O:8][C:9]1[CH:10]=[C:11]2[C:15](=[CH:16][CH:17]=1)[N:14]([CH3:18])[C:13](=[O:19])[C:12]2=[O:20].FC(F)(F)S(O[C:27]1[CH:32]=[CH:31][CH:30]=[CH:29][C:28]=1[Si](C)(C)C)(=O)=O.[F-].[K+].O1CCOCCOCCOCCOCCOCC1. Product: [CH3:7][O:8][C:9]1[CH:10]=[C:11]2[C:15](=[CH:16][CH:17]=1)[N:14]([CH3:18])[C:13](=[O:19])[C:12]2([O:20][C:27]1[CH:32]=[CH:31][CH:30]=[CH:29][CH:28]=1)[C:2]1[CH:3]=[CH:4][CH:5]=[CH:6][N:1]=1. The catalyst class is: 1. (7) Reactant: [CH2:1]1[O:11][C:4]2([CH2:9][CH2:8][C:7](=[O:10])[CH2:6][CH2:5]2)[O:3][CH2:2]1.[N+:12]([CH3:15])([O-:14])=[O:13].[O-]CC.[Na+]. Product: [N+:12]([CH2:15][C:7]1([OH:10])[CH2:6][CH2:5][C:4]2([O:3][CH2:2][CH2:1][O:11]2)[CH2:9][CH2:8]1)([O-:14])=[O:13]. The catalyst class is: 8.